This data is from Forward reaction prediction with 1.9M reactions from USPTO patents (1976-2016). The task is: Predict the product of the given reaction. (1) Given the reactants Br[C:2]1[C:22]([NH2:23])=[CH:21][C:5]2[O:6][CH2:7][CH2:8][CH:9]3[CH2:18][C:13]4([O:17][CH2:16][CH2:15][O:14]4)[CH2:12][CH2:11][C:10]3([CH2:19][CH3:20])[C:4]=2[CH:3]=1.[C:24]([O-])([O-])=O.[Cs+].[Cs+].COCCOC.CB1OB(C)OB(C)O1, predict the reaction product. The product is: [CH2:19]([C:10]12[CH2:11][CH2:12][C:13]3([O:14][CH2:15][CH2:16][O:17]3)[CH2:18][CH:9]1[CH2:8][CH2:7][O:6][C:5]1[CH:21]=[C:22]([NH2:23])[C:2]([CH3:24])=[CH:3][C:4]2=1)[CH3:20]. (2) Given the reactants [F:1][C:2]1[CH:3]=[C:4]2[N:11]([S:12]([C:15]3[CH:21]=[CH:20][C:18]([CH3:19])=[CH:17][CH:16]=3)(=[O:14])=[O:13])[CH:10]=[CH:9][C:5]2=[N+:6]([O-])[CH:7]=1.[CH3:22][N:23](C)C(Cl)=O.C[Si](C#N)(C)C, predict the reaction product. The product is: [F:1][C:2]1[CH:3]=[C:4]2[N:11]([S:12]([C:15]3[CH:21]=[CH:20][C:18]([CH3:19])=[CH:17][CH:16]=3)(=[O:14])=[O:13])[CH:10]=[CH:9][C:5]2=[N:6][C:7]=1[C:22]#[N:23].